From a dataset of Reaction yield outcomes from USPTO patents with 853,638 reactions. Predict the reaction yield, written as a fraction of the theoretical maximum amount of product (1.0 means a 100% yield; for example, 0.34 means a 34% yield). (1) The reactants are Cl[C:2]1[N:11]([CH2:12][CH2:13][CH2:14][S:15]([CH3:18])(=[O:17])=[O:16])[C:10](=[O:19])[C:9]2[C:4](=[C:5]([I:20])[CH:6]=[CH:7][CH:8]=2)[N:3]=1.[C:21]([NH2:25])([CH3:24])([CH3:23])[CH3:22]. The catalyst is CS(C)=O.O. The product is [C:21]([NH:25][C:2]1[N:11]([CH2:12][CH2:13][CH2:14][S:15]([CH3:18])(=[O:17])=[O:16])[C:10](=[O:19])[C:9]2[C:4](=[C:5]([I:20])[CH:6]=[CH:7][CH:8]=2)[N:3]=1)([CH3:24])([CH3:23])[CH3:22]. The yield is 0.500. (2) The reactants are [Cl:1][C:2]1[CH:11]=[CH:10][C:5]([C:6]([O:8][CH3:9])=[O:7])=[CH:4][C:3]=1[CH3:12].[Br:13]N1C(=O)CCC1=O.C(OOC(=O)C1C=CC=CC=1)(=O)C1C=CC=CC=1. The catalyst is C(Cl)(Cl)(Cl)Cl. The product is [Br:13][CH2:12][C:3]1[CH:4]=[C:5]([CH:10]=[CH:11][C:2]=1[Cl:1])[C:6]([O:8][CH3:9])=[O:7]. The yield is 0.530. (3) The reactants are [C:1]([NH:8][C@H:9]([C:13]([OH:15])=[O:14])[C@H:10]([CH3:12])[OH:11])([O:3][C:4]([CH3:7])([CH3:6])[CH3:5])=[O:2].[CH3:16]I.O. The catalyst is CN(C=O)C. The product is [CH3:16][O:14][C:13](=[O:15])[C@H:9]([C@H:10]([CH3:12])[OH:11])[NH:8][C:1]([O:3][C:4]([CH3:6])([CH3:5])[CH3:7])=[O:2]. The yield is 0.930. (4) The reactants are [Cl:1][C:2]1[CH:3]=[C:4]([CH:8]2[N:12]([CH:13]3[CH2:18][CH2:17][N:16]([CH2:19][C:20]4[CH:21]=[CH:22][C:23]([O:26][C:27]5[CH:35]=[CH:34][C:30]([C:31](O)=O)=[CH:29][CH:28]=5)=[N:24][CH:25]=4)[CH2:15][CH2:14]3)[C:11](=[O:36])[N:10]([CH:37]3[CH2:41][CH2:40][O:39][CH2:38]3)[CH2:9]2)[CH:5]=[CH:6][CH:7]=1.[NH4+:42].[Cl-].[N-:44]=[N+:45]=[N-:46].[Na+]. The catalyst is CN(C=O)C. The product is [Cl:1][C:2]1[CH:3]=[C:4]([CH:8]2[CH2:9][N:10]([CH:37]3[CH2:41][CH2:40][O:39][CH2:38]3)[C:11](=[O:36])[N:12]2[CH:13]2[CH2:18][CH2:17][N:16]([CH2:19][C:20]3[CH:25]=[N:24][C:23]([O:26][C:27]4[CH:35]=[CH:34][C:30]([C:31]5[N:44]=[N:45][NH:46][N:42]=5)=[CH:29][CH:28]=4)=[CH:22][CH:21]=3)[CH2:15][CH2:14]2)[CH:5]=[CH:6][CH:7]=1. The yield is 0.330. (5) The reactants are [F:1][C:2]([F:20])([F:19])[CH2:3][C:4]1[NH:5][C:6]2[C:11]([CH:12]=1)=[C:10]([C:13]([F:16])([F:15])[F:14])[C:9]([C:17]#[N:18])=[CH:8][CH:7]=2.C([O-])([O-])=O.[K+].[K+].Cl[CH2:28][C:29]1[N:33]=[C:32]([C:34]2[CH:39]=[CH:38][CH:37]=[C:36]([C:40]([F:43])([F:42])[F:41])[CH:35]=2)[O:31][N:30]=1.CC#N. The catalyst is CCOC(C)=O. The product is [F:20][C:2]([F:1])([F:19])[CH2:3][C:4]1[N:5]([CH2:28][C:29]2[N:33]=[C:32]([C:34]3[CH:39]=[CH:38][CH:37]=[C:36]([C:40]([F:43])([F:41])[F:42])[CH:35]=3)[O:31][N:30]=2)[C:6]2[C:11]([CH:12]=1)=[C:10]([C:13]([F:16])([F:15])[F:14])[C:9]([C:17]#[N:18])=[CH:8][CH:7]=2. The yield is 0.220. (6) The reactants are Br[CH2:2][C:3]1[CH:8]=[CH:7][C:6]([C:9]2[CH:10]=[C:11]([C:21]([NH:23][CH2:24][C:25]3[C:26](=[O:33])[NH:27][C:28]([CH3:32])=[CH:29][C:30]=3[CH3:31])=[O:22])[C:12]3[CH:17]=[N:16][N:15]([CH:18]([CH3:20])[CH3:19])[C:13]=3[N:14]=2)=[CH:5][CH:4]=1.[NH:34]1[CH2:39][CH2:38][O:37][CH2:36][CH2:35]1.O.CCOC(C)=O. The catalyst is CN(C=O)C. The product is [CH3:31][C:30]1[CH:29]=[C:28]([CH3:32])[NH:27][C:26](=[O:33])[C:25]=1[CH2:24][NH:23][C:21]([C:11]1[C:12]2[CH:17]=[N:16][N:15]([CH:18]([CH3:19])[CH3:20])[C:13]=2[N:14]=[C:9]([C:6]2[CH:7]=[CH:8][C:3]([CH2:2][N:34]3[CH2:39][CH2:38][O:37][CH2:36][CH2:35]3)=[CH:4][CH:5]=2)[CH:10]=1)=[O:22]. The yield is 0.150. (7) The reactants are [Br:1][C:2]1[CH:10]=[CH:9][C:5]([C:6]([OH:8])=[O:7])=[C:4](Cl)[CH:3]=1.[NH2:12][C:13]1[CH:18]=[CH:17][CH:16]=[CH:15][CH:14]=1. The catalyst is O1CCOCC1.CCN(CC)CC.CC([O-])=O.CC([O-])=O.[Cu+2]. The product is [Br:1][C:2]1[CH:10]=[CH:9][C:5]([C:6]([OH:8])=[O:7])=[C:4]([NH:12][C:13]2[CH:18]=[CH:17][CH:16]=[CH:15][CH:14]=2)[CH:3]=1. The yield is 0.680.